Dataset: Reaction yield outcomes from USPTO patents with 853,638 reactions. Task: Predict the reaction yield, written as a fraction of the theoretical maximum amount of product (1.0 means a 100% yield; for example, 0.34 means a 34% yield). (1) The reactants are [Br-].Br[C:3]1[CH:8]=[CH:7][C:6]([C@H:9]2[CH2:26][C@@:24]3([CH3:25])[C@@H:20]([CH2:21][C@@H:22]([CH3:32])[C@@H:23]3[C:27]([CH:29]3[CH2:31][CH2:30]3)=[O:28])[C@H:19]3[C:10]2=[C:11]2[C:16]([CH2:17][CH2:18]3)=[CH:15][C:14](=[O:33])[CH2:13][CH2:12]2)=[CH:5][CH:4]=1.[NH4+:34].[Cl-]. The catalyst is C1COCC1.Cl[Pd](Cl)([P](C1C=CC=CC=1)(C1C=CC=CC=1)C1C=CC=CC=1)[P](C1C=CC=CC=1)(C1C=CC=CC=1)C1C=CC=CC=1.[Pd](Cl)Cl.[CH-]1C=CC=C1.[CH-]1C=CC=C1.[Fe+2]. The product is [CH:29]1([C:27]([C@H:23]2[C@H:22]([CH3:32])[CH2:21][C@H:20]3[C@H:19]4[C:10]([C@@H:9]([C:6]5[CH:5]=[CH:4][C:3]([C:7]6[CH:8]=[CH:3][CH:4]=[CH:5][N:34]=6)=[CH:8][CH:7]=5)[CH2:26][C@:24]23[CH3:25])=[C:11]2[C:16](=[CH:15][C:14](=[O:33])[CH2:13][CH2:12]2)[CH2:17][CH2:18]4)=[O:28])[CH2:30][CH2:31]1. The yield is 0.400. (2) The reactants are [Br:1][C:2]1[CH:3]=[N:4][CH:5]=[C:6]([CH:10]=1)[C:7](O)=[O:8].Cl.[OH-].[Na+]. The catalyst is C1COCC1. The product is [Br:1][C:2]1[CH:10]=[C:6]([CH2:7][OH:8])[CH:5]=[N:4][CH:3]=1. The yield is 0.220. (3) The reactants are [N-:1]=[N+]=[N-].C(OC(OC(C)(C)C)=O)(O[C:7]([CH3:10])(C)[CH3:8])=O.[C:19]([O:22][CH2:23][CH3:24])(=[O:21])C. The catalyst is [Pd]. The product is [CH:7]([CH:24]1[CH2:23][O:22][C:19](=[O:21])[NH:1]1)([CH3:10])[CH3:8]. The yield is 0.780.